Predict which catalyst facilitates the given reaction. From a dataset of Catalyst prediction with 721,799 reactions and 888 catalyst types from USPTO. (1) Reactant: C[N:2]([CH3:9])[CH2:3][CH2:4]CN=C=O.[CH2:10]([C:17]1[NH:25][C:24]2[C:23](=[O:26])[N:22]([CH2:27][CH2:28][CH2:29][N:30]([CH3:32])[CH3:31])[C:21](=[O:33])[N:20]([CH2:34][CH2:35][C:36]3[CH:41]=[CH:40][C:39]([N+:42]([O-:44])=[O:43])=[CH:38][CH:37]=3)[C:19]=2[N:18]=1)[C:11]1[CH:16]=[CH:15][CH:14]=[CH:13][CH:12]=1.[C:45](=O)([O-])[O-].[Na+].[Na+].C(N)C. Product: [CH2:10]([C:17]1[N:25]([CH2:45][CH2:9][NH:2][CH2:3][CH3:4])[C:24]2[C:23](=[O:26])[N:22]([CH2:27][CH2:28][CH2:29][N:30]([CH3:32])[CH3:31])[C:21](=[O:33])[N:20]([CH2:34][CH2:35][C:36]3[CH:37]=[CH:38][C:39]([N+:42]([O-:44])=[O:43])=[CH:40][CH:41]=3)[C:19]=2[N:18]=1)[C:11]1[CH:16]=[CH:15][CH:14]=[CH:13][CH:12]=1. The catalyst class is: 26. (2) Reactant: C([O:3][C:4](=[O:38])[CH2:5][C:6]1[N:7]=[C:8]([CH2:11][O:12][C:13]2[N:14]=[C:15]([N:25]3[CH2:30][CH2:29][N:28]4[C:31]([C:34]([F:37])([F:36])[F:35])=[N:32][N:33]=[C:27]4[CH2:26]3)[C:16]3[CH:21]=[C:20]([CH2:22][CH2:23][CH3:24])[S:19][C:17]=3[N:18]=2)[O:9][CH:10]=1)C.[OH-].[Na+].Cl. Product: [CH2:22]([C:20]1[S:19][C:17]2[N:18]=[C:13]([O:12][CH2:11][C:8]3[O:9][CH:10]=[C:6]([CH2:5][C:4]([OH:38])=[O:3])[N:7]=3)[N:14]=[C:15]([N:25]3[CH2:30][CH2:29][N:28]4[C:31]([C:34]([F:36])([F:37])[F:35])=[N:32][N:33]=[C:27]4[CH2:26]3)[C:16]=2[CH:21]=1)[CH2:23][CH3:24]. The catalyst class is: 83. (3) Reactant: Cl[C:2]1[C:7]([C:8]#[N:9])=[C:6]([Cl:10])[N:5]=[C:4]([S:11][CH3:12])[N:3]=1.[I:13][C:14]1[CH:20]=[CH:19][C:17]([NH2:18])=[CH:16][CH:15]=1. Product: [Cl:10][C:6]1[C:7]([C:8]#[N:9])=[C:2]([NH:18][C:17]2[CH:19]=[CH:20][C:14]([I:13])=[CH:15][CH:16]=2)[N:3]=[C:4]([S:11][CH3:12])[N:5]=1. The catalyst class is: 18. (4) Reactant: [Cl:1][C:2]1[CH:7]=[CH:6][CH:5]=[C:4]([OH:8])[N:3]=1.C1(C)C=CC(S(O[CH2:19][CH:20]2[CH2:24][O:23][C:22]([CH3:26])([CH3:25])[O:21]2)(=O)=O)=CC=1.C(=O)([O-])[O-].[Cs+].[Cs+]. Product: [Cl:1][C:2]1[CH:7]=[CH:6][CH:5]=[C:4]([O:8][CH2:19][CH:20]2[CH2:24][O:23][C:22]([CH3:26])([CH3:25])[O:21]2)[N:3]=1. The catalyst class is: 3.